From a dataset of NCI-60 drug combinations with 297,098 pairs across 59 cell lines. Regression. Given two drug SMILES strings and cell line genomic features, predict the synergy score measuring deviation from expected non-interaction effect. (1) Drug 1: C(CC(=O)O)C(=O)CN.Cl. Synergy scores: CSS=10.6, Synergy_ZIP=-7.59, Synergy_Bliss=-8.61, Synergy_Loewe=-11.4, Synergy_HSA=-7.52. Cell line: HCC-2998. Drug 2: C(CN)CNCCSP(=O)(O)O. (2) Drug 1: CC1C(C(CC(O1)OC2CC(CC3=C2C(=C4C(=C3O)C(=O)C5=C(C4=O)C(=CC=C5)OC)O)(C(=O)C)O)N)O.Cl. Drug 2: C1CN1P(=S)(N2CC2)N3CC3. Cell line: HS 578T. Synergy scores: CSS=31.8, Synergy_ZIP=-8.06, Synergy_Bliss=1.95, Synergy_Loewe=2.29, Synergy_HSA=2.69. (3) Drug 1: CC1=C(C=C(C=C1)C(=O)NC2=CC(=CC(=C2)C(F)(F)F)N3C=C(N=C3)C)NC4=NC=CC(=N4)C5=CN=CC=C5. Drug 2: B(C(CC(C)C)NC(=O)C(CC1=CC=CC=C1)NC(=O)C2=NC=CN=C2)(O)O. Cell line: K-562. Synergy scores: CSS=46.3, Synergy_ZIP=2.06, Synergy_Bliss=5.72, Synergy_Loewe=-9.46, Synergy_HSA=0.726. (4) Drug 1: CC1=C2C(C(=O)C3(C(CC4C(C3C(C(C2(C)C)(CC1OC(=O)C(C(C5=CC=CC=C5)NC(=O)OC(C)(C)C)O)O)OC(=O)C6=CC=CC=C6)(CO4)OC(=O)C)OC)C)OC. Drug 2: C1=CC(=CC=C1CC(C(=O)O)N)N(CCCl)CCCl.Cl. Cell line: HCT116. Synergy scores: CSS=73.0, Synergy_ZIP=12.3, Synergy_Bliss=12.1, Synergy_Loewe=-2.71, Synergy_HSA=14.4. (5) Drug 1: C1=NC2=C(N1)C(=S)N=CN2. Drug 2: C1CN(CCN1C(=O)CCBr)C(=O)CCBr. Cell line: OVCAR-8. Synergy scores: CSS=46.1, Synergy_ZIP=-5.67, Synergy_Bliss=-1.02, Synergy_Loewe=1.67, Synergy_HSA=3.89. (6) Synergy scores: CSS=-4.08, Synergy_ZIP=-0.412, Synergy_Bliss=-0.727, Synergy_Loewe=-4.32, Synergy_HSA=-3.28. Cell line: HCT116. Drug 1: CN(C)C1=NC(=NC(=N1)N(C)C)N(C)C. Drug 2: CC(C)NC(=O)C1=CC=C(C=C1)CNNC.Cl.